Predict the reaction yield, written as a fraction of the theoretical maximum amount of product (1.0 means a 100% yield; for example, 0.34 means a 34% yield). From a dataset of Reaction yield outcomes from USPTO patents with 853,638 reactions. (1) The reactants are [C:1]([O:5][C:6]([N:8]1[CH2:13][CH2:12][CH:11]([N:14]2[C:22]3[C:17](=[CH:18][CH:19]=[C:20]([F:23])[CH:21]=3)[C:16]([C:24]3[N:25]=[C:26]4[C:32]([C:33]([OH:35])=O)=[CH:31][N:30]([CH2:36][O:37][CH2:38][CH2:39][Si:40]([CH3:43])([CH3:42])[CH3:41])[C:27]4=[N:28][CH:29]=3)=[N:15]2)[CH2:10][CH2:9]1)=[O:7])([CH3:4])([CH3:3])[CH3:2].Cl.[C:45]([O:49][C:50](=[O:58])[NH:51][CH:52]1[CH2:56][CH2:55][CH:54]([NH2:57])[CH2:53]1)([CH3:48])([CH3:47])[CH3:46].C(N(CC)C(C)C)(C)C.CN(C(ON1N=NC2C=CC=NC1=2)=[N+](C)C)C.F[P-](F)(F)(F)(F)F. The catalyst is CN(C=O)C. The product is [C:1]([O:5][C:6]([N:8]1[CH2:9][CH2:10][CH:11]([N:14]2[C:22]3[C:17](=[CH:18][CH:19]=[C:20]([F:23])[CH:21]=3)[C:16]([C:24]3[N:25]=[C:26]4[C:32]([C:33](=[O:35])[NH:57][CH:54]5[CH2:55][CH2:56][CH:52]([NH:51][C:50]([O:49][C:45]([CH3:48])([CH3:47])[CH3:46])=[O:58])[CH2:53]5)=[CH:31][N:30]([CH2:36][O:37][CH2:38][CH2:39][Si:40]([CH3:41])([CH3:42])[CH3:43])[C:27]4=[N:28][CH:29]=3)=[N:15]2)[CH2:12][CH2:13]1)=[O:7])([CH3:4])([CH3:3])[CH3:2]. The yield is 0.990. (2) The yield is 0.172. The product is [Na:1].[O:47]1[CH2:51][CH2:50][O:49][CH:48]1[CH2:52][O:53][C:17]1[CH:22]=[CH:21][N:20]=[C:19]([CH2:23][S:24]([C:26]2[NH:27][C:28]3[CH:34]=[CH:33][CH:32]=[CH:31][C:29]=3[N:30]=2)=[O:25])[C:18]=1[CH3:35]. The reactants are [Na:1].C(C1(CCO[C:17]2[CH:22]=[CH:21][N:20]=[C:19]([CH2:23][S:24]([C:26]3[NH:30][C:29]4[CH:31]=[CH:32][CH:33]=[CH:34][C:28]=4[N:27]=3)=[O:25])[C:18]=2[CH3:35])OCC2(OCCO2)CO1)C.ClC1C=CC=C(C(OO)=O)C=1.[O:47]1[CH2:51][CH2:50][O:49][CH:48]1[CH2:52][OH:53]. No catalyst specified.